Dataset: Reaction yield outcomes from USPTO patents with 853,638 reactions. Task: Predict the reaction yield, written as a fraction of the theoretical maximum amount of product (1.0 means a 100% yield; for example, 0.34 means a 34% yield). (1) The reactants are C1(O)CCCCC1.[C:8]([O:15][CH2:16][CH2:17][CH2:18][CH2:19][CH2:20][CH3:21])(=[O:14])[CH2:9][CH2:10][CH2:11][CH2:12][CH3:13]. No catalyst specified. The product is [C:8]([O:15][CH:16]1[CH2:21][CH2:20][CH2:19][CH2:18][CH2:17]1)(=[O:14])[CH2:9][CH2:10][CH2:11][CH2:12][CH3:13]. The yield is 0.950. (2) The reactants are [NH2:1][C@@H:2]([C@@H:37]([C:46]1[CH:51]=[CH:50][C:49]([Cl:52])=[CH:48][CH:47]=1)[C:38]1[CH:39]=[N:40][C:41]([O:44][CH3:45])=[CH:42][CH:43]=1)[C:3]([NH:5][C:6]1[CH:35]=[CH:34][CH:33]=[C:32]([F:36])[C:7]=1[CH2:8][CH2:9][C@@H:10]1[N:15]([S:16]([C:19]2[CH:24]=[CH:23][CH:22]=[CH:21][CH:20]=2)(=[O:18])=[O:17])[CH2:14][CH2:13][N:12]([C:25]([O:27][C:28]([CH3:31])([CH3:30])[CH3:29])=[O:26])[CH2:11]1)=[O:4].C(N(C(C)C)CC)(C)C.[CH3:62][O:63][C:64](Cl)=[O:65]. The catalyst is ClCCl. The product is [Cl:52][C:49]1[CH:50]=[CH:51][C:46]([C@@H:37]([C:38]2[CH:39]=[N:40][C:41]([O:44][CH3:45])=[CH:42][CH:43]=2)[C@H:2]([NH:1][C:64]([O:63][CH3:62])=[O:65])[C:3]([NH:5][C:6]2[CH:35]=[CH:34][CH:33]=[C:32]([F:36])[C:7]=2[CH2:8][CH2:9][C@@H:10]2[N:15]([S:16]([C:19]3[CH:24]=[CH:23][CH:22]=[CH:21][CH:20]=3)(=[O:18])=[O:17])[CH2:14][CH2:13][N:12]([C:25]([O:27][C:28]([CH3:30])([CH3:29])[CH3:31])=[O:26])[CH2:11]2)=[O:4])=[CH:47][CH:48]=1. The yield is 0.760. (3) The reactants are [Br:1][C:2]1[CH:10]=[CH:9][CH:8]=[C:7]2[C:3]=1[CH:4]([C:17]1[C:25]([OH:26])=[CH:24][C:20]3[O:21][CH2:22][O:23][C:19]=3[CH:18]=1)[C:5](=[O:16])[N:6]2[CH2:11][CH2:12][CH2:13][CH2:14][CH3:15].C(N(CC)CC)C.Cl[Si](C)(C)C.[CH2:39]=[O:40].FC(F)(F)S([O-])(=O)=O.[Yb+3].FC(F)(F)S([O-])(=O)=O.FC(F)(F)S([O-])(=O)=O. The catalyst is ClCCl. The product is [Br:1][C:2]1[CH:10]=[CH:9][CH:8]=[C:7]2[C:3]=1[C:4]([C:17]1[C:25]([OH:26])=[CH:24][C:20]3[O:21][CH2:22][O:23][C:19]=3[CH:18]=1)([CH2:39][OH:40])[C:5](=[O:16])[N:6]2[CH2:11][CH2:12][CH2:13][CH2:14][CH3:15]. The yield is 0.790. (4) The reactants are [Si]([O:8][C@H:9]([CH3:42])[C@H:10]([C:22]1[O:26][C:25]([C:27]2[CH:32]=[CH:31][C:30]([NH:33][C:34](=[O:41])[C:35]3[CH:40]=[CH:39][CH:38]=[CH:37][CH:36]=3)=[CH:29][CH:28]=2)=[N:24][N:23]=1)[NH:11][C:12]1[CH:17]=[CH:16][C:15]([C:18]#[N:19])=[C:14]([Cl:20])[C:13]=1[CH3:21])(C(C)(C)C)(C)C.CCCC[N+](CCCC)(CCCC)CCCC.[F-]. The catalyst is C1COCC1. The product is [Cl:20][C:14]1[C:13]([CH3:21])=[C:12]([NH:11][C@@H:10]([C:22]2[O:26][C:25]([C:27]3[CH:32]=[CH:31][C:30]([NH:33][C:34](=[O:41])[C:35]4[CH:40]=[CH:39][CH:38]=[CH:37][CH:36]=4)=[CH:29][CH:28]=3)=[N:24][N:23]=2)[C@H:9]([OH:8])[CH3:42])[CH:17]=[CH:16][C:15]=1[C:18]#[N:19]. The yield is 0.910. (5) The reactants are Br[C:2]1[S:3][CH:4]=[CH:5][N:6]=1.C(N(CC)CC)C.[CH:14]#[C:15][CH2:16][CH2:17][CH3:18]. The catalyst is COCCOC.[Cu]I.Cl[Pd](Cl)([P](C1C=CC=CC=1)(C1C=CC=CC=1)C1C=CC=CC=1)[P](C1C=CC=CC=1)(C1C=CC=CC=1)C1C=CC=CC=1. The product is [C:14]([C:2]1[S:3][CH:4]=[CH:5][N:6]=1)#[C:15][CH2:16][CH2:17][CH3:18]. The yield is 0.440. (6) The reactants are [CH3:1][N:2]([CH:4]=[N:5][S:6]([C:9]1[CH:14]=[CH:13][C:12]([CH2:15][OH:16])=[C:11]([F:17])[CH:10]=1)(=[O:8])=[O:7])[CH3:3]. The catalyst is C1COCC1.O=[Mn]=O. The product is [CH3:3][N:2]([CH:4]=[N:5][S:6]([C:9]1[CH:14]=[CH:13][C:12]([CH:15]=[O:16])=[C:11]([F:17])[CH:10]=1)(=[O:8])=[O:7])[CH3:1]. The yield is 0.960. (7) The reactants are [CH:1]1([CH2:4][C:5]([NH:7][NH:8][C:9]2[N:10]=[N:11][CH:12]=[C:13]([N:19]3[CH2:24][CH2:23][CH:22]([C:25]4[C:30]([F:31])=[CH:29][CH:28]=[C:27]([F:32])[C:26]=4[O:33][CH3:34])[CH2:21][CH2:20]3)[C:14]=2[C:15]([F:18])([F:17])[F:16])=O)[CH2:3][CH2:2]1.P(Cl)(Cl)(Cl)=O. The catalyst is C(#N)C.C(=O)(O)[O-].[Na+].C(OCC)(=O)C. The product is [CH:1]1([CH2:4][C:5]2[N:10]3[N:11]=[CH:12][C:13]([N:19]4[CH2:20][CH2:21][CH:22]([C:25]5[C:30]([F:31])=[CH:29][CH:28]=[C:27]([F:32])[C:26]=5[O:33][CH3:34])[CH2:23][CH2:24]4)=[C:14]([C:15]([F:16])([F:18])[F:17])[C:9]3=[N:8][N:7]=2)[CH2:3][CH2:2]1. The yield is 0.0230.